From a dataset of Full USPTO retrosynthesis dataset with 1.9M reactions from patents (1976-2016). Predict the reactants needed to synthesize the given product. (1) Given the product [CH3:12][O:13][C:14](=[O:32])[C:15]1[CH:20]=[CH:19][C:18]([C:21]([NH:11][CH2:10][C:7]2[CH:8]=[C:9]3[C:4]([CH:3]=[CH:2][NH:1]3)=[CH:5][CH:6]=2)=[O:22])=[CH:17][C:16]=1[Cl:31], predict the reactants needed to synthesize it. The reactants are: [NH:1]1[C:9]2[C:4](=[CH:5][CH:6]=[C:7]([CH2:10][NH2:11])[CH:8]=2)[CH:3]=[CH:2]1.[CH3:12][O:13][C:14](=[O:32])[C:15]1[CH:20]=[CH:19][C:18]([C:21](ON2C(=O)CCC2=O)=[O:22])=[CH:17][C:16]=1[Cl:31]. (2) Given the product [C:1]([C:3]1[CH:4]=[C:5]2[C:9](=[CH:10][CH:11]=1)[NH:8][CH:7]=[C:6]2[CH2:19][CH2:20][NH:21][C:22](=[O:37])[C:23]1[CH:28]=[CH:27][C:26]([CH2:29][C:30]2[CH:35]=[CH:34][CH:33]=[C:32]([F:36])[CH:31]=2)=[CH:25][CH:24]=1)#[N:2], predict the reactants needed to synthesize it. The reactants are: [C:1]([C:3]1[CH:4]=[C:5]2[C:9](=[CH:10][CH:11]=1)[NH:8][C:7]([Si](CC)(CC)CC)=[C:6]2[CH2:19][CH2:20][NH:21][C:22](=[O:37])[C:23]1[CH:28]=[CH:27][C:26]([CH2:29][C:30]2[CH:35]=[CH:34][CH:33]=[C:32]([F:36])[CH:31]=2)=[CH:25][CH:24]=1)#[N:2]. (3) Given the product [CH2:1]([C:3]1[CH:8]=[CH:7][C:6]([CH:9]2[CH2:10][CH:11]([C:24]3[O:37][N:36]=[C:34]([C:30]4[CH:31]=[CH:32][CH:33]=[C:28]([F:27])[CH:29]=4)[N:35]=3)[CH2:12][N:13]([C:15]([N:17]3[CH2:18][CH2:19][CH:20]([OH:23])[CH2:21][CH2:22]3)=[O:16])[CH2:14]2)=[CH:5][CH:4]=1)[CH3:2], predict the reactants needed to synthesize it. The reactants are: [CH2:1]([C:3]1[CH:8]=[CH:7][C:6]([CH:9]2[CH2:14][N:13]([C:15]([N:17]3[CH2:22][CH2:21][CH:20]([OH:23])[CH2:19][CH2:18]3)=[O:16])[CH2:12][CH:11]([C:24](O)=O)[CH2:10]2)=[CH:5][CH:4]=1)[CH3:2].[F:27][C:28]1[CH:29]=[C:30]([C:34](=[N:36][OH:37])[NH2:35])[CH:31]=[CH:32][CH:33]=1. (4) The reactants are: [C:1]([O:4]/[N:5]=[C:6](/[C:8]1[CH:9]=[CH:10][C:11]([NH:14][C:15](=[O:22])[CH2:16][CH2:17][C:18]([O:20][CH3:21])=[O:19])=[N:12][CH:13]=1)\[NH2:7])(=O)[CH3:2].[F-].C([N+](CCCC)(CCCC)CCCC)CCC. Given the product [CH3:2][C:1]1[O:4][N:5]=[C:6]([C:8]2[CH:9]=[CH:10][C:11]([NH:14][C:15](=[O:22])[CH2:16][CH2:17][C:18]([O:20][CH3:21])=[O:19])=[N:12][CH:13]=2)[N:7]=1, predict the reactants needed to synthesize it. (5) Given the product [NH:8]1[CH2:12][CH2:11][C@@H:10]([C:13]2[O:15][N:56]=[C:54]([C:50]3[S:49][CH:53]=[CH:52][N:51]=3)[N:55]=2)[CH2:9]1, predict the reactants needed to synthesize it. The reactants are: C([N:8]1[CH2:12][CH2:11][C@@H:10]([C:13]([OH:15])=O)[CH2:9]1)(OC(C)(C)C)=O.CN(C(ON1N=NC2C=CC=CC1=2)=[N+](C)C)C.F[P-](F)(F)(F)(F)F.CCN(C(C)C)C(C)C.[S:49]1[CH:53]=[CH:52][N:51]=[C:50]1[C:54](=[N:56]O)[NH2:55]. (6) The reactants are: [Cl:1][C:2]1[CH:3]=[C:4]2[C:9](=[CH:10][C:11]=1[OH:12])[O:8][C:7](=[O:13])[CH:6]=[C:5]2[CH2:14]Cl.BrC1C=C2C(=CC=1O)[O:23][C:22](=[O:28])[CH:21]=C2CCl. Given the product [C:22]([O:28][CH2:14][C:5]1[C:4]2[C:9](=[CH:10][C:11]([OH:12])=[C:2]([Cl:1])[CH:3]=2)[O:8][C:7](=[O:13])[CH:6]=1)(=[O:23])[CH3:21], predict the reactants needed to synthesize it.